This data is from Reaction yield outcomes from USPTO patents with 853,638 reactions. The task is: Predict the reaction yield, written as a fraction of the theoretical maximum amount of product (1.0 means a 100% yield; for example, 0.34 means a 34% yield). (1) The reactants are [CH2:1]([O:3][C:4]([C:6]1[N:7]=[CH:8][N:9]2[C:15]=1[CH:14]([CH3:16])[N:13]=[C:12]([C:17]1[CH:22]=[CH:21][CH:20]=[CH:19][CH:18]=1)[C:11]1[CH:23]=[C:24](Br)[CH:25]=[CH:26][C:10]2=1)=[O:5])[CH3:2].[CH3:28][Si:29]([C:32]#[CH:33])([CH3:31])[CH3:30]. The catalyst is C(#N)C.CC([O-])=O.CC([O-])=O.C1C=CC(P(C2C=CC=CC=2)C2C=CC=CC=2)=CC=1.C1C=CC(P(C2C=CC=CC=2)C2C=CC=CC=2)=CC=1.[Pd+2]. The product is [CH2:1]([O:3][C:4]([C:6]1[N:7]=[CH:8][N:9]2[C:15]=1[CH:14]([CH3:16])[N:13]=[C:12]([C:17]1[CH:22]=[CH:21][CH:20]=[CH:19][CH:18]=1)[C:11]1[CH:23]=[C:24]([C:33]#[C:32][Si:29]([CH3:31])([CH3:30])[CH3:28])[CH:25]=[CH:26][C:10]2=1)=[O:5])[CH3:2]. The yield is 0.833. (2) The reactants are S(=O)(=O)(O)[OH:2].[Br:6][C:7]1[CH:8]=[C:9]([NH:13][C:14](=[O:18])[CH:15]=NO)[CH:10]=[CH:11][CH:12]=1. No catalyst specified. The product is [Br:6][C:7]1[CH:8]=[C:9]2[C:10]([C:15](=[O:2])[C:14](=[O:18])[NH:13]2)=[CH:11][CH:12]=1. The yield is 0.980. (3) The reactants are [CH3:1][O:2][C:3]1[CH:8]=[CH:7][C:6]([C:9]2[CH:17]=[CH:16][CH:15]=[C:14]3[C:10]=2[CH2:11][C:12](=[O:18])[NH:13]3)=[CH:5][CH:4]=1.[CH3:19][C:20]1[C:24]([C:25]([N:27]2[CH2:32][CH2:31][N:30]([CH3:33])[CH2:29][CH2:28]2)=[O:26])=[C:23]([CH3:34])[NH:22][C:21]=1[CH:35]=O. The catalyst is C(O)C.N1CCCCC1. The product is [CH3:19][C:20]1[C:24]([C:25]([N:27]2[CH2:28][CH2:29][N:30]([CH3:33])[CH2:31][CH2:32]2)=[O:26])=[C:23]([CH3:34])[NH:22][C:21]=1[CH:35]=[C:11]1[C:10]2[C:14](=[CH:15][CH:16]=[CH:17][C:9]=2[C:6]2[CH:7]=[CH:8][C:3]([O:2][CH3:1])=[CH:4][CH:5]=2)[NH:13][C:12]1=[O:18]. The yield is 0.720. (4) The reactants are [CH3:1][C:2]1[NH:3][C:4]2[CH:10]=[CH:9][CH:8]=[CH:7][C:5]=2[N:6]=1.[CH2:11]([O:13][CH2:14][CH2:15][O:16][CH2:17][CH2:18]Cl)[CH3:12]. No catalyst specified. The product is [CH2:11]([O:13][CH2:14][CH2:15][O:16][CH2:17][CH2:18][N:3]1[C:4]2[CH:10]=[CH:9][CH:8]=[CH:7][C:5]=2[N:6]=[C:2]1[CH3:1])[CH3:12]. The yield is 0.840. (5) The reactants are CS([C:5]1[N:10]=[C:9]([C:11]2[CH:12]=[C:13]3[CH:29]=[N:28][NH:27][C:14]3=[N:15][C:16]=2[C:17]2[CH:22]=[CH:21][CH:20]=[C:19]([C:23]([F:26])([F:25])[F:24])[CH:18]=2)[CH:8]=[CH:7][N:6]=1)(=O)=O.[C:30]1([C@@H:36]([NH2:38])[CH3:37])[CH:35]=[CH:34][CH:33]=[CH:32][CH:31]=1. No catalyst specified. The product is [C:30]1([C@@H:36]([NH:38][C:5]2[N:10]=[C:9]([C:11]3[CH:12]=[C:13]4[CH:29]=[N:28][NH:27][C:14]4=[N:15][C:16]=3[C:17]3[CH:22]=[CH:21][CH:20]=[C:19]([C:23]([F:25])([F:26])[F:24])[CH:18]=3)[CH:8]=[CH:7][N:6]=2)[CH3:37])[CH:35]=[CH:34][CH:33]=[CH:32][CH:31]=1. The yield is 0.160.